This data is from Forward reaction prediction with 1.9M reactions from USPTO patents (1976-2016). The task is: Predict the product of the given reaction. Given the reactants Br[C:2]1[C:11]2[C:6](=[CH:7][C:8]([O:12][CH3:13])=[CH:9][CH:10]=2)[CH:5]=[CH:4][CH:3]=1.[CH3:14][O:15][C:16]([C:18]1[CH:23]=[CH:22][CH:21]=[CH:20][C:19]=1B(O)O)=[O:17].C([O-])([O-])=O.[K+].[K+].O, predict the reaction product. The product is: [CH3:13][O:12][C:8]1[CH:7]=[C:6]2[C:11](=[CH:10][CH:9]=1)[C:2]([C:19]1[CH:20]=[CH:21][CH:22]=[CH:23][C:18]=1[C:16]([O:15][CH3:14])=[O:17])=[CH:3][CH:4]=[CH:5]2.